From a dataset of NCI-60 drug combinations with 297,098 pairs across 59 cell lines. Regression. Given two drug SMILES strings and cell line genomic features, predict the synergy score measuring deviation from expected non-interaction effect. (1) Drug 1: C1CN1C2=NC(=NC(=N2)N3CC3)N4CC4. Drug 2: C1=CC(=CC=C1CCC2=CNC3=C2C(=O)NC(=N3)N)C(=O)NC(CCC(=O)O)C(=O)O. Cell line: A549. Synergy scores: CSS=58.8, Synergy_ZIP=-5.72, Synergy_Bliss=-6.24, Synergy_Loewe=-0.109, Synergy_HSA=2.38. (2) Drug 1: CC(C1=C(C=CC(=C1Cl)F)Cl)OC2=C(N=CC(=C2)C3=CN(N=C3)C4CCNCC4)N. Drug 2: C1CC(=O)NC(=O)C1N2CC3=C(C2=O)C=CC=C3N. Cell line: SK-MEL-2. Synergy scores: CSS=5.22, Synergy_ZIP=2.11, Synergy_Bliss=5.49, Synergy_Loewe=-1.48, Synergy_HSA=2.89. (3) Drug 1: C1CC(=O)NC(=O)C1N2CC3=C(C2=O)C=CC=C3N. Drug 2: CC1C(C(CC(O1)OC2CC(CC3=C2C(=C4C(=C3O)C(=O)C5=C(C4=O)C(=CC=C5)OC)O)(C(=O)C)O)N)O.Cl. Cell line: SR. Synergy scores: CSS=75.6, Synergy_ZIP=4.15, Synergy_Bliss=3.04, Synergy_Loewe=-15.9, Synergy_HSA=7.18. (4) Drug 1: CN(CCCl)CCCl.Cl. Drug 2: CC(C)NC(=O)C1=CC=C(C=C1)CNNC.Cl. Cell line: HCT116. Synergy scores: CSS=16.1, Synergy_ZIP=0.249, Synergy_Bliss=0.535, Synergy_Loewe=-24.7, Synergy_HSA=-1.63. (5) Drug 1: CC1=C(C(=CC=C1)Cl)NC(=O)C2=CN=C(S2)NC3=CC(=NC(=N3)C)N4CCN(CC4)CCO. Drug 2: CCC1=C2N=C(C=C(N2N=C1)NCC3=C[N+](=CC=C3)[O-])N4CCCCC4CCO. Cell line: HT29. Synergy scores: CSS=66.4, Synergy_ZIP=1.27, Synergy_Bliss=0.0232, Synergy_Loewe=2.05, Synergy_HSA=3.85. (6) Drug 2: CC(C1=C(C=CC(=C1Cl)F)Cl)OC2=C(N=CC(=C2)C3=CN(N=C3)C4CCNCC4)N. Cell line: MDA-MB-435. Drug 1: CC(CN1CC(=O)NC(=O)C1)N2CC(=O)NC(=O)C2. Synergy scores: CSS=5.63, Synergy_ZIP=-5.78, Synergy_Bliss=-7.33, Synergy_Loewe=-25.2, Synergy_HSA=-9.46. (7) Drug 1: C1C(C(OC1N2C=C(C(=O)NC2=O)F)CO)O. Drug 2: C1C(C(OC1N2C=NC(=NC2=O)N)CO)O. Cell line: OVCAR-4. Synergy scores: CSS=18.9, Synergy_ZIP=-4.66, Synergy_Bliss=-2.63, Synergy_Loewe=0.663, Synergy_HSA=1.59. (8) Drug 1: CC1=C(C=C(C=C1)NC2=NC=CC(=N2)N(C)C3=CC4=NN(C(=C4C=C3)C)C)S(=O)(=O)N.Cl. Drug 2: CC(CN1CC(=O)NC(=O)C1)N2CC(=O)NC(=O)C2. Cell line: M14. Synergy scores: CSS=6.70, Synergy_ZIP=-1.37, Synergy_Bliss=1.11, Synergy_Loewe=-2.44, Synergy_HSA=-2.14.